Dataset: Full USPTO retrosynthesis dataset with 1.9M reactions from patents (1976-2016). Task: Predict the reactants needed to synthesize the given product. (1) The reactants are: [CH2:1]([O:8][C:9]([NH:11][C@@H:12]([CH:16]([CH3:18])[CH3:17])[C:13]([OH:15])=O)=[O:10])[C:2]1[CH:7]=[CH:6][CH:5]=[CH:4][CH:3]=1.C(N1C=CN=C1)(N1C=CN=C1)=O.[NH2:31][CH2:32][C@H:33]([NH:37][C:38](=[O:44])[O:39][C:40]([CH3:43])([CH3:42])[CH3:41])[CH:34]([CH3:36])[CH3:35]. Given the product [CH3:35][CH:34]([CH3:36])[C@@H:33]([NH:37][C:38]([O:39][C:40]([CH3:41])([CH3:43])[CH3:42])=[O:44])[CH2:32][NH:31][C:13](=[O:15])[C@@H:12]([NH:11][C:9]([O:8][CH2:1][C:2]1[CH:3]=[CH:4][CH:5]=[CH:6][CH:7]=1)=[O:10])[CH:16]([CH3:18])[CH3:17], predict the reactants needed to synthesize it. (2) The reactants are: Cl.[NH2:2][C:3]1[C:10]([N+:11]([O-])=O)=[CH:9][C:6]([C:7]#[N:8])=[CH:5][C:4]=1[O:14][CH3:15].[Sn](Cl)Cl. Given the product [NH2:11][C:10]1[CH:9]=[C:6]([CH:5]=[C:4]([O:14][CH3:15])[C:3]=1[NH2:2])[C:7]#[N:8], predict the reactants needed to synthesize it. (3) Given the product [NH2:9][C@@H:13]([CH2:12][OH:11])[CH2:14][N:15]1[CH:19]=[CH:18][C:17]([NH:20][C:21](=[O:41])[C@@H:22]([N:27]2[CH2:31][C:30]([O:32][C:33]3[CH:38]=[CH:37][CH:36]=[CH:35][C:34]=3[Cl:39])=[CH:29][C:28]2=[O:40])[CH2:23][CH:24]([CH3:26])[CH3:25])=[N:16]1, predict the reactants needed to synthesize it. The reactants are: Cl.C(OC([N:9]1[C@H:13]([CH2:14][N:15]2[CH:19]=[CH:18][C:17]([NH:20][C:21](=[O:41])[C@@H:22]([N:27]3[CH2:31][C:30]([O:32][C:33]4[CH:38]=[CH:37][CH:36]=[CH:35][C:34]=4[Cl:39])=[CH:29][C:28]3=[O:40])[CH2:23][CH:24]([CH3:26])[CH3:25])=[N:16]2)[CH2:12][O:11]C1(C)C)=O)(C)(C)C. (4) Given the product [O:10]1[CH:11]=[CH:12][CH:13]=[C:9]1[C:5]1[O:6][C:7]([CH3:8])=[C:3]([CH2:2][O:14][C:15]2[CH:16]=[CH:17][C:18]([CH2:19][O:20]/[N:21]=[C:22](/[C:29]3[CH:30]=[CH:31][CH:32]=[CH:33][CH:34]=3)\[CH2:23][CH2:24][C:25]([O:27][CH3:28])=[O:26])=[CH:35][CH:36]=2)[N:4]=1, predict the reactants needed to synthesize it. The reactants are: Cl[CH2:2][C:3]1[N:4]=[C:5]([C:9]2[O:10][CH:11]=[CH:12][CH:13]=2)[O:6][C:7]=1[CH3:8].[OH:14][C:15]1[CH:36]=[CH:35][C:18]([CH2:19][O:20]/[N:21]=[C:22](/[C:29]2[CH:34]=[CH:33][CH:32]=[CH:31][CH:30]=2)\[CH2:23][CH2:24][C:25]([O:27][CH3:28])=[O:26])=[CH:17][CH:16]=1.C(=O)([O-])[O-].[K+].[K+].CN(C)C=O. (5) The reactants are: [CH2:1]([O:8][C:9]1[CH:14]=[C:13](/[CH:15]=[CH:16]/[CH:17]2[CH2:21][CH2:20][NH:19][CH2:18]2)[CH:12]=[CH:11][C:10]=1[N:22]1[S:26](=[O:28])(=[O:27])[N:25]([CH2:29][CH2:30][Si:31]([CH3:34])([CH3:33])[CH3:32])[C:24](=[O:35])[CH2:23]1)[C:2]1[CH:7]=[CH:6][CH:5]=[CH:4][CH:3]=1.[C:36]1([S:42](Cl)(=[O:44])=[O:43])[CH:41]=[CH:40][CH:39]=[CH:38][CH:37]=1. Given the product [C:36]1([S:42]([N:19]2[CH2:20][CH2:21][CH:17](/[CH:16]=[CH:15]/[C:13]3[CH:12]=[CH:11][C:10]([N:22]4[S:26](=[O:27])(=[O:28])[N:25]([CH2:29][CH2:30][Si:31]([CH3:33])([CH3:32])[CH3:34])[C:24](=[O:35])[CH2:23]4)=[C:9]([O:8][CH2:1][C:2]4[CH:3]=[CH:4][CH:5]=[CH:6][CH:7]=4)[CH:14]=3)[CH2:18]2)(=[O:44])=[O:43])[CH:41]=[CH:40][CH:39]=[CH:38][CH:37]=1, predict the reactants needed to synthesize it. (6) Given the product [F:3][CH2:4][C:5]1[N:6]([C:17]2[C:26]3[CH2:25][CH2:24][CH2:23][CH2:22][C:21]=3[C:20]([CH3:27])=[CH:19][CH:18]=2)[C:7]([S:10][CH2:11][C:12]([OH:14])=[O:13])=[N:8][N:9]=1, predict the reactants needed to synthesize it. The reactants are: [OH-].[Li+].[F:3][CH2:4][C:5]1[N:6]([C:17]2[C:26]3[CH2:25][CH2:24][CH2:23][CH2:22][C:21]=3[C:20]([CH3:27])=[CH:19][CH:18]=2)[C:7]([S:10][CH2:11][C:12]([O:14]CC)=[O:13])=[N:8][N:9]=1. (7) Given the product [CH3:1][C:2]1[N:3]([CH2:28][C:29]([O:31][CH2:32][CH3:33])=[O:30])[C:4]2[CH2:5][CH2:6][CH2:7][C:8](=[O:26])[C:9]=2[C:10]=1[CH2:11][C:12]1[CH:17]=[CH:16][CH:15]=[CH:14][C:13]=1[S:18]([N:21]1[CH2:22][CH2:23][CH2:24][CH2:25]1)(=[O:20])=[O:19], predict the reactants needed to synthesize it. The reactants are: [CH3:1][C:2]1[NH:3][C:4]2[CH2:5][CH2:6][CH2:7][C:8](=[O:26])[C:9]=2[C:10]=1[CH2:11][C:12]1[CH:17]=[CH:16][CH:15]=[CH:14][C:13]=1[S:18]([N:21]1[CH2:25][CH2:24][CH2:23][CH2:22]1)(=[O:20])=[O:19].Br[CH2:28][C:29]([O:31][CH2:32][CH3:33])=[O:30].C(=O)([O-])[O-].[K+].[K+].[I-].[K+].